From a dataset of Catalyst prediction with 721,799 reactions and 888 catalyst types from USPTO. Predict which catalyst facilitates the given reaction. (1) Reactant: [NH2:1][OH:2].O.[CH3:4][CH:5]([NH:7][S:8]([C:11]1[CH:16]=[CH:15][CH:14]=[CH:13][C:12]=1[S:17](Cl)(=[O:19])=[O:18])(=[O:10])=[O:9])[CH3:6].CCCCCCC. Product: [OH:2][NH:1][S:17]([C:12]1[C:11]([S:8]([NH:7][CH:5]([CH3:6])[CH3:4])(=[O:10])=[O:9])=[CH:16][CH:15]=[CH:14][CH:13]=1)(=[O:19])=[O:18]. The catalyst class is: 76. (2) Product: [C:1]([O:5][C:6](=[O:29])[NH:7][CH2:8][CH2:9][CH2:10][O:11][C:12]1[C:21]2[C:16](=[CH:17][CH:18]=[CH:19][CH:20]=2)[C:15]([CH2:22][CH2:23][CH2:24][CH2:25][NH2:26])=[CH:14][CH:13]=1)([CH3:2])([CH3:4])[CH3:3]. The catalyst class is: 29. Reactant: [C:1]([O:5][C:6](=[O:29])[NH:7][CH2:8][CH2:9][CH2:10][O:11][C:12]1[C:21]2[C:16](=[CH:17][CH:18]=[CH:19][CH:20]=2)[C:15]([CH:22]=[CH:23][CH2:24][CH2:25][N:26]=[N+]=[N-])=[CH:14][CH:13]=1)([CH3:4])([CH3:3])[CH3:2]. (3) Reactant: C(OC([N:8]1[C@@H:12]([C:13]2[CH:18]=[CH:17][CH:16]=[CH:15][CH:14]=2)[CH2:11][CH2:10][C@H:9]1[C:19](=[O:38])[NH:20][C:21]1[S:22][CH:23]=[C:24]([C:26]2[CH:31]=[CH:30][C:29]([C:32](=[O:37])[NH:33][CH:34]3[CH2:36][CH2:35]3)=[CH:28][CH:27]=2)[N:25]=1)=O)(C)(C)C. Product: [CH:34]1([NH:33][C:32]([C:29]2[CH:30]=[CH:31][C:26]([C:24]3[N:25]=[C:21]([NH:20][C:19]([C@@H:9]4[CH2:10][CH2:11][C@H:12]([C:13]5[CH:14]=[CH:15][CH:16]=[CH:17][CH:18]=5)[NH:8]4)=[O:38])[S:22][CH:23]=3)=[CH:27][CH:28]=2)=[O:37])[CH2:35][CH2:36]1. The catalyst class is: 281. (4) Reactant: Cl.[C:2]([C:5]1[CH:10]=[C:9]([CH2:11][CH3:12])[C:8]([O:13][CH3:14])=[CH:7][C:6]=1[NH:15]C(=O)C)(=[O:4])[CH3:3]. Product: [NH2:15][C:6]1[CH:7]=[C:8]([O:13][CH3:14])[C:9]([CH2:11][CH3:12])=[CH:10][C:5]=1[C:2](=[O:4])[CH3:3]. The catalyst class is: 12. (5) Reactant: [NH2:1][CH2:2][C@@H:3]1[C@@H:7]([F:8])[CH2:6][N:5]([C:9]([O:11][CH2:12][C:13]2[CH:18]=[CH:17][CH:16]=[CH:15][CH:14]=2)=[O:10])[CH2:4]1.NCC1CN(C(O[CH2:29][C:30]2[CH:35]=[CH:34][CH:33]=[CH:32][CH:31]=2)=O)CC=1.C(=O)C1C=CC=CC=1.Cl.[OH-].[Na+]. Product: [CH2:29]([NH:1][CH2:2][C@@H:3]1[C@@H:7]([F:8])[CH2:6][N:5]([C:9]([O:11][CH2:12][C:13]2[CH:18]=[CH:17][CH:16]=[CH:15][CH:14]=2)=[O:10])[CH2:4]1)[C:30]1[CH:35]=[CH:34][CH:33]=[CH:32][CH:31]=1. The catalyst class is: 5. (6) Reactant: [F:1][C:2]1[CH:3]=[C:4]([CH2:12][CH2:13][NH2:14])[CH:5]=[CH:6][C:7]=1[C:8]([F:11])([F:10])[F:9].[CH2:15]([O:17][C:18](Cl)=[O:19])[CH3:16].C([O-])([O-])=O.[Na+].[Na+]. Product: [CH2:15]([O:17][C:18](=[O:19])[NH:14][CH2:13][CH2:12][C:4]1[CH:5]=[CH:6][C:7]([C:8]([F:10])([F:11])[F:9])=[C:2]([F:1])[CH:3]=1)[CH3:16]. The catalyst class is: 22. (7) Reactant: [C:1]1([CH:7]2[N:21]3[C:22]4[C:14]([C:15]5[C:20]3=[CH:19][CH:18]=[CH:17][C:16]=5[OH:23])=[CH:13][CH:12]=[CH:11][C:10]=4[O:9][CH2:8]2)[CH:6]=[CH:5][CH:4]=[CH:3][CH:2]=1.C(=O)([O-])[O-].[K+].[K+].Cl.[CH2:31]([N:33]([CH2:36][CH2:37]Cl)[CH2:34][CH3:35])[CH3:32].[I-].[Na+].Cl.[Cl-]. Product: [CH2:31]([N:33]([CH2:36][CH3:37])[CH2:34][CH2:35][O:23][C:16]1[C:15]2[C:14]3[C:22]4=[C:10]([O:9][CH2:8][CH:7]([C:1]5[CH:2]=[CH:3][CH:4]=[CH:5][CH:6]=5)[N:21]4[C:20]=2[CH:19]=[CH:18][CH:17]=1)[CH:11]=[CH:12][CH:13]=3)[CH3:32]. The catalyst class is: 3.